Dataset: Experimentally validated miRNA-target interactions with 360,000+ pairs, plus equal number of negative samples. Task: Binary Classification. Given a miRNA mature sequence and a target amino acid sequence, predict their likelihood of interaction. The miRNA is mmu-miR-466f-3p with sequence CAUACACACACACAUACACAC. The protein sequence of the target gene is MARAACLLRAISRVLLLPLPLLLLLLLLLPSPLMARARPPESHRHHPVKKGPRLLHAALPNTLTSVPASHWVPSPAGSSRPLRCGVPDLPDVLNARNRQKRFVLSGGRWEKTDLTYRILRFPWQLVREQVRQTVAEALQVWSEVTPLTFTEVHEGRADIMIDFARYWHGDNLPFDGPGGILAHAFFPKTHREGDVHFDYDETWTIGDNQGTDLLQVAAHEFGHVLGLQHTTAAKALMSPFYTFRYPLSLSPDDRRGIQHLYGRPQMAPTSPAPTLSSQAGTDTNEIALLEPETPPDVCET.... Result: 1 (interaction).